Dataset: Catalyst prediction with 721,799 reactions and 888 catalyst types from USPTO. Task: Predict which catalyst facilitates the given reaction. (1) Reactant: [O:1]1[C:5]([C:6]2[CH:31]=[CH:30][CH:29]=[CH:28][C:7]=2[O:8][CH:9]2[CH2:14][CH2:13][N:12]([S:15]([CH2:18][CH:19]([NH:26][OH:27])[C:20]3[CH:25]=[CH:24][CH:23]=[CH:22][CH:21]=3)(=[O:17])=[O:16])[CH2:11][CH2:10]2)=[CH:4][CH:3]=[N:2]1.[CH:32](O)=[O:33].C(OC(=O)C)(=O)C.CO. Product: [O:1]1[C:5]([C:6]2[CH:31]=[CH:30][CH:29]=[CH:28][C:7]=2[O:8][CH:9]2[CH2:10][CH2:11][N:12]([S:15]([CH2:18][CH:19]([N:26]([OH:27])[CH:32]=[O:33])[C:20]3[CH:25]=[CH:24][CH:23]=[CH:22][CH:21]=3)(=[O:17])=[O:16])[CH2:13][CH2:14]2)=[CH:4][CH:3]=[N:2]1. The catalyst class is: 2. (2) Reactant: Cl[C:2]1[N:3]=[N+:4]([O-:12])[C:5]2[CH:11]=[CH:10][CH:9]=[CH:8][C:6]=2[N:7]=1.[CH2:13]([Sn](CCCC)(CCCC)CCCC)[CH:14]=[CH2:15]. The catalyst class is: 73. Product: [CH2:15]([C:2]1[N:3]=[N+:4]([O-:12])[C:5]2[CH:11]=[CH:10][CH:9]=[CH:8][C:6]=2[N:7]=1)[CH:14]=[CH2:13]. (3) Reactant: [CH2:1]([O:8][C:9]1[CH:18]=[C:17]2[C:12]([CH2:13][CH2:14][CH2:15][N:16]2[CH2:19][CH2:20][N:21]2C(=O)C3C(=CC=CC=3)C2=O)=[CH:11][CH:10]=1)[C:2]1[CH:7]=[CH:6][CH:5]=[CH:4][CH:3]=1.O.NN.Cl.[OH-].[Na+]. Product: [CH2:1]([O:8][C:9]1[CH:18]=[C:17]2[C:12]([CH2:13][CH2:14][CH2:15][N:16]2[CH2:19][CH2:20][NH2:21])=[CH:11][CH:10]=1)[C:2]1[CH:3]=[CH:4][CH:5]=[CH:6][CH:7]=1. The catalyst class is: 8. (4) Product: [Cl:23][C:20]1[CH:19]=[CH:18][C:17]([O:16][CH:14]2[CH2:15][N:12]([CH2:10][CH2:9][C:8]([NH2:7])([CH3:25])[CH3:24])[CH2:13]2)=[CH:22][CH:21]=1. Reactant: C(OC(=O)[NH:7][C:8]([CH3:25])([CH3:24])[CH2:9][C:10]([N:12]1[CH2:15][CH:14]([O:16][C:17]2[CH:22]=[CH:21][C:20]([Cl:23])=[CH:19][CH:18]=2)[CH2:13]1)=O)(C)(C)C.[H-].[H-].[H-].[H-].[Li+].[Al+3]. The catalyst class is: 1. (5) Reactant: C(NC(C)C)(C)C.[Li]CCCC.[C:13]([O:16][C:17]([CH3:20])([CH3:19])[CH3:18])(=[O:15])[CH3:14].[C:21]([O:25][C:26]([NH:28][CH2:29][C:30](O)=[O:31])=[O:27])([CH3:24])([CH3:23])[CH3:22].C(N1C=CN=C1)(N1C=CN=C1)=O. The catalyst class is: 1. Product: [C:21]([O:25][C:26]([NH:28][CH2:29][C:30](=[O:31])[CH2:14][C:13]([O:16][C:17]([CH3:20])([CH3:19])[CH3:18])=[O:15])=[O:27])([CH3:24])([CH3:23])[CH3:22].